From a dataset of Forward reaction prediction with 1.9M reactions from USPTO patents (1976-2016). Predict the product of the given reaction. (1) Given the reactants [Cl:1][C:2]1[CH:3]=[C:4](/[CH:24]=[CH:25]/[C:26]([OH:28])=O)[CH:5]=[CH:6][C:7]=1[O:8][C:9]1[CH:14]=[CH:13][C:12]([O:15][CH2:16][C:17]2[CH:22]=[CH:21][C:20]([F:23])=[CH:19][CH:18]=2)=[CH:11][N:10]=1.[CH3:29][O:30][C:31]1[CH:32]=[C:33]([CH:50]=[CH:51][CH:52]=1)[O:34][CH2:35][CH2:36][C:37]1[CH:49]=[CH:48][C:40]([CH2:41][N:42]2[CH2:47][CH2:46][NH:45][CH2:44][CH2:43]2)=[CH:39][CH:38]=1.C1C=CC2N(O)N=NC=2C=1.CCN=C=NCCCN(C)C.C([O-])(O)=O.[Na+], predict the reaction product. The product is: [Cl:1][C:2]1[CH:3]=[C:4](/[CH:24]=[CH:25]/[C:26]([N:45]2[CH2:44][CH2:43][N:42]([CH2:41][C:40]3[CH:48]=[CH:49][C:37]([CH2:36][CH2:35][O:34][C:33]4[CH:50]=[CH:51][CH:52]=[C:31]([O:30][CH3:29])[CH:32]=4)=[CH:38][CH:39]=3)[CH2:47][CH2:46]2)=[O:28])[CH:5]=[CH:6][C:7]=1[O:8][C:9]1[CH:14]=[CH:13][C:12]([O:15][CH2:16][C:17]2[CH:18]=[CH:19][C:20]([F:23])=[CH:21][CH:22]=2)=[CH:11][N:10]=1. (2) The product is: [C:33]([O:20][C:19](=[O:21])[C:18]1[CH:22]=[CH:23][C:15]([O:14][CH2:13][CH2:12][O:11][N:10]=[CH:9][C:8]2[CH:7]=[CH:6][C:5]([C:1]([CH3:4])([CH3:2])[CH3:3])=[CH:26][CH:25]=2)=[CH:16][C:17]=1[OH:24])([CH3:36])([CH3:35])[CH3:34]. Given the reactants [C:1]([C:5]1[CH:26]=[CH:25][C:8]([CH:9]=[N:10][O:11][CH2:12][CH2:13][O:14][C:15]2[CH:23]=[CH:22][C:18]([C:19]([OH:21])=[O:20])=[C:17]([OH:24])[CH:16]=2)=[CH:7][CH:6]=1)([CH3:4])([CH3:3])[CH3:2].C1C=CC=CC=1.[C:33](OC(O[C:33]([CH3:36])([CH3:35])[CH3:34])N(C)C)([CH3:36])([CH3:35])[CH3:34], predict the reaction product. (3) Given the reactants [Cl:1][CH2:2][C:3]1[S:4][CH:5]=[C:6]([C:8]2[CH:9]=[C:10]3[C:14](=[CH:15][CH:16]=2)[N:13]([CH3:17])[C:12]2[N:18]([CH3:31])[C:19](=[O:30])[C:20]([C:22]4[CH:27]=[CH:26][C:25]([Cl:28])=[CH:24][C:23]=4[Cl:29])=[CH:21][C:11]3=2)[N:7]=1.[NH2:32][CH2:33][CH2:34][N:35]1[CH2:40][CH2:39][O:38][CH2:37][CH2:36]1, predict the reaction product. The product is: [ClH:1].[Cl:29][C:23]1[CH:24]=[C:25]([Cl:28])[CH:26]=[CH:27][C:22]=1[C:20]1[C:19](=[O:30])[N:18]([CH3:31])[C:12]2[N:13]([CH3:17])[C:14]3[C:10]([C:11]=2[CH:21]=1)=[CH:9][C:8]([C:6]1[N:7]=[C:3]([CH2:2][NH:32][CH2:33][CH2:34][N:35]2[CH2:40][CH2:39][O:38][CH2:37][CH2:36]2)[S:4][CH:5]=1)=[CH:16][CH:15]=3.